Task: Predict hERG channel inhibition at various concentrations.. Dataset: hERG Central: cardiac toxicity at 1µM, 10µM, and general inhibition (1) The molecule is Cc1c(C(=O)N2CCCCC2)c(S(=O)(=O)N2CCN(c3ccc(Cl)cc3)CC2)c(C)n1C. Results: hERG_inhib (hERG inhibition (general)): blocker. (2) The drug is C=CCNC(=O)/C(C#N)=C/c1c(N2CCCCCC2)nc2ccccn2c1=O. Results: hERG_inhib (hERG inhibition (general)): blocker. (3) Results: hERG_inhib (hERG inhibition (general)): blocker. The molecule is O=C1C2CC=CCC2C(=O)N1c1nc2n(n1)C(c1ccccc1)CC(c1ccccc1)N2.